Dataset: Forward reaction prediction with 1.9M reactions from USPTO patents (1976-2016). Task: Predict the product of the given reaction. Given the reactants [NH2:1][C@@H:2]([CH3:5])[CH2:3][OH:4].[H-].[Na+].[Br:8][C:9]1[N:13]2[N:14]=[C:15](Cl)[CH:16]=[CH:17][C:12]2=[N:11][CH:10]=1.O, predict the reaction product. The product is: [Br:8][C:9]1[N:13]2[N:14]=[C:15]([O:4][CH2:3][C@@H:2]([NH2:1])[CH3:5])[CH:16]=[CH:17][C:12]2=[N:11][CH:10]=1.